This data is from Forward reaction prediction with 1.9M reactions from USPTO patents (1976-2016). The task is: Predict the product of the given reaction. (1) Given the reactants [NH2:1][CH2:2][CH2:3][C:4]1[CH:9]=[CH:8][CH:7]=[CH:6][N:5]=1.Br[CH2:11][C:12]([NH:14][C:15]1[CH:24]=[CH:23][C:18]([C:19]([O:21][CH3:22])=[O:20])=[CH:17][CH:16]=1)=[O:13], predict the reaction product. The product is: [N:5]1[CH:6]=[CH:7][CH:8]=[CH:9][C:4]=1[CH2:3][CH2:2][NH:1][CH2:11][C:12]([NH:14][C:15]1[CH:24]=[CH:23][C:18]([C:19]([O:21][CH3:22])=[O:20])=[CH:17][CH:16]=1)=[O:13]. (2) Given the reactants Br[C:2]1[CH:35]=[CH:34][C:5]2[N:6](C(OC(C)(C)C)=O)[C:7]([CH:9]3[CH2:26][CH2:25][C:12]4([O:16][C:15](=[O:17])[N:14]([C:18]5[CH:23]=[CH:22][CH:21]=[CH:20][C:19]=5[F:24])[CH2:13]4)[CH2:11][CH2:10]3)=[N:8][C:4]=2[CH:3]=1.C([Sn](CCCC)(CCCC)[C:41]1[CH:46]=[CH:45][N:44]=[N:43][CH:42]=1)CCC, predict the reaction product. The product is: [F:24][C:19]1[CH:20]=[CH:21][CH:22]=[CH:23][C:18]=1[N:14]1[CH2:13][C:12]2([CH2:25][CH2:26][CH:9]([C:7]3[NH:6][C:5]4[CH:34]=[CH:35][C:2]([C:41]5[CH:46]=[CH:45][N:44]=[N:43][CH:42]=5)=[CH:3][C:4]=4[N:8]=3)[CH2:10][CH2:11]2)[O:16][C:15]1=[O:17]. (3) Given the reactants [CH:1]([N:4]1[C:8]([C:9]2[N:10]=[C:11]3[C:17]4[CH:18]=[CH:19][C:20]([CH:22]=[CH2:23])=[CH:21][C:16]=4[O:15][CH2:14][CH2:13][N:12]3[CH:24]=2)=[N:7][C:6]([CH3:25])=[N:5]1)([CH3:3])[CH3:2], predict the reaction product. The product is: [CH2:22]([C:20]1[CH:19]=[CH:18][C:17]2[C:11]3[N:12]([CH:24]=[C:9]([C:8]4[N:4]([CH:1]([CH3:2])[CH3:3])[N:5]=[C:6]([CH3:25])[N:7]=4)[N:10]=3)[CH2:13][CH2:14][O:15][C:16]=2[CH:21]=1)[CH3:23]. (4) The product is: [F:31][C:25]1[CH:26]=[CH:27][CH:28]=[C:29]([F:30])[C:24]=1[CH2:23][O:22][C:21]1[C:16]2[N:17]([C:13]([C:11]3[CH:10]=[N:9][N:8]([CH2:7][CH2:6][S:35]([CH3:34])(=[O:37])=[O:36])[CH:12]=3)=[C:14]([CH3:33])[N:15]=2)[CH:18]=[C:19]([CH3:32])[CH:20]=1. Given the reactants CS(O[CH2:6][CH2:7][N:8]1[CH:12]=[C:11]([C:13]2[N:17]3[CH:18]=[C:19]([CH3:32])[CH:20]=[C:21]([O:22][CH2:23][C:24]4[C:29]([F:30])=[CH:28][CH:27]=[CH:26][C:25]=4[F:31])[C:16]3=[N:15][C:14]=2[CH3:33])[CH:10]=[N:9]1)(=O)=O.[CH3:34][S:35]([O-:37])=[O:36].[Na+], predict the reaction product.